Dataset: Peptide-MHC class I binding affinity with 185,985 pairs from IEDB/IMGT. Task: Regression. Given a peptide amino acid sequence and an MHC pseudo amino acid sequence, predict their binding affinity value. This is MHC class I binding data. The peptide sequence is SMANIFRGSY. The MHC is HLA-A30:02 with pseudo-sequence HLA-A30:02. The binding affinity (normalized) is 0.797.